From a dataset of Forward reaction prediction with 1.9M reactions from USPTO patents (1976-2016). Predict the product of the given reaction. (1) Given the reactants Br[C:2]1[CH:7]=[CH:6][CH:5]=[CH:4][CH:3]=1.[Cl:8][C:9]1[CH:14]=[CH:13][C:12](B(O)O)=[CH:11][CH:10]=1.[O-]P([O-])([O-])=O.[K+].[K+].[K+], predict the reaction product. The product is: [Cl:8][C:9]1[CH:14]=[CH:13][C:12]([C:2]2[CH:7]=[CH:6][CH:5]=[CH:4][CH:3]=2)=[CH:11][CH:10]=1. (2) Given the reactants I[C:2]1[CH:3]=[N:4][CH:5]=[C:6]([C:9]=1[NH:10][C:11]1[C:12]([CH3:20])=[C:13]2[C:17](=[CH:18][CH:19]=1)[NH:16][CH:15]=[CH:14]2)[C:7]#[N:8].C([Sn](CCCC)(CCCC)[C:26]1[S:27][CH:28]=[CH:29][N:30]=1)CCC.C(N(CC)CC)C, predict the reaction product. The product is: [CH3:20][C:12]1[C:11]([NH:10][C:9]2[C:6]([C:7]#[N:8])=[CH:5][N:4]=[CH:3][C:2]=2[C:26]2[S:27][CH:28]=[CH:29][N:30]=2)=[CH:19][CH:18]=[C:17]2[C:13]=1[CH:14]=[CH:15][NH:16]2.